From a dataset of Forward reaction prediction with 1.9M reactions from USPTO patents (1976-2016). Predict the product of the given reaction. (1) Given the reactants Br[C:2]([P:5](=[O:10])([O-:9])[O:6][CH2:7][CH3:8])([F:4])[F:3].[CH:11]([Mg]Cl)(C)[CH3:12].[F:16][C:17]1[C:24]([F:25])=[C:23]([C:26]2[CH:31]=[CH:30][C:29]([F:32])=[CH:28][N:27]=2)[CH:22]=[CH:21][C:18]=1[CH:19]=[O:20].[Cl-].[NH4+], predict the reaction product. The product is: [F:16][C:17]1[C:24]([F:25])=[C:23]([C:26]2[CH:31]=[CH:30][C:29]([F:32])=[CH:28][N:27]=2)[CH:22]=[CH:21][C:18]=1[CH:19]([OH:20])[C:2]([P:5](=[O:10])([O:9][CH2:11][CH3:12])[O:6][CH2:7][CH3:8])([F:4])[F:3]. (2) Given the reactants [CH3:1][O:2][C:3]1[C:12]2[C:7](=[C:8]([CH3:13])[CH:9]=[CH:10][CH:11]=2)[C:6]([C:14]([OH:16])=O)=[CH:5][CH:4]=1.[NH:17]1[CH2:22][CH2:21][CH2:20][CH2:19][CH2:18]1, predict the reaction product. The product is: [CH3:1][O:2][C:3]1[C:12]2[C:7](=[C:8]([CH3:13])[CH:9]=[CH:10][CH:11]=2)[C:6]([C:14]([N:17]2[CH2:22][CH2:21][CH2:20][CH2:19][CH2:18]2)=[O:16])=[CH:5][CH:4]=1. (3) The product is: [CH2:12]([O:11][C:9]([C:7]1[CH:6]=[CH:5][N:4]=[C:3]([C:1]2[NH:28][C@@H:22]([CH2:23][O:24][CH2:25][O:26][CH3:27])[C:21]([C:30]3[CH:35]=[CH:34][C:33]([F:36])=[CH:32][CH:31]=3)([C:18]3[CH:17]=[CH:16][C:15]([F:14])=[CH:20][CH:19]=3)[N:2]=2)[N:8]=1)=[O:10])[CH3:13]. Given the reactants [C:1]([C:3]1[N:8]=[C:7]([C:9]([O:11][CH2:12][CH3:13])=[O:10])[CH:6]=[CH:5][N:4]=1)#[N:2].[F:14][C:15]1[CH:20]=[CH:19][C:18]([C:21]([C:30]2[CH:35]=[CH:34][C:33]([F:36])=[CH:32][CH:31]=2)(N)[C@@H:22]([NH2:28])[CH2:23][O:24][CH2:25][O:26][CH3:27])=[CH:17][CH:16]=1, predict the reaction product. (4) Given the reactants [F:1][C:2]([F:19])([F:18])[CH2:3][N:4]1[CH:8]=[C:7]([C:9]2[N:14]=[CH:13][C:12]3[CH:15]=[N:16][NH:17][C:11]=3[CH:10]=2)[CH:6]=[N:5]1.[Br:20][C:21]1[C:22]([N:28]2[CH2:34][CH:33]([OH:35])[CH2:32][N:31]([C:36]([O:38][C:39]([CH3:42])([CH3:41])[CH3:40])=[O:37])[CH2:30][CH2:29]2)=[N:23][C:24](I)=[CH:25][CH:26]=1.CNCCNC.C([O-])([O-])=O.[K+].[K+], predict the reaction product. The product is: [Br:20][C:21]1[C:22]([N:28]2[CH2:34][CH:33]([OH:35])[CH2:32][N:31]([C:36]([O:38][C:39]([CH3:42])([CH3:41])[CH3:40])=[O:37])[CH2:30][CH2:29]2)=[N:23][C:24]([N:17]2[C:11]3[CH:10]=[C:9]([C:7]4[CH:6]=[N:5][N:4]([CH2:3][C:2]([F:1])([F:18])[F:19])[CH:8]=4)[N:14]=[CH:13][C:12]=3[CH:15]=[N:16]2)=[CH:25][CH:26]=1. (5) Given the reactants [CH2:1]([CH:3]([CH2:25][CH2:26][CH2:27][CH3:28])[CH2:4][C:5]([CH2:17][CH:18]([CH2:23][CH3:24])[CH2:19][CH2:20][CH2:21][CH3:22])([C:14]([O-:16])=[O:15])[CH:6]([S:10]([OH:13])(=[O:12])=[O:11])[C:7]([O-:9])=[O:8])[CH3:2].[Na+].[Na+].O.[Cl-].[CH2:33]([N+:40]([CH3:58])([CH3:57])[CH2:41][CH2:42][CH2:43][CH2:44][CH2:45][CH2:46][CH2:47][CH2:48][CH2:49][CH2:50][CH2:51][CH2:52][CH2:53][CH2:54][CH2:55][CH3:56])[C:34]1[CH:39]=[CH:38][CH:37]=[CH:36][CH:35]=1, predict the reaction product. The product is: [CH2:1]([CH:3]([CH2:25][CH2:26][CH2:27][CH3:28])[CH2:4][C:5]([CH2:17][CH:18]([CH2:23][CH3:24])[CH2:19][CH2:20][CH2:21][CH3:22])([C:14]([O-:16])=[O:15])[CH:6]([S:10]([OH:13])(=[O:11])=[O:12])[C:7]([O-:9])=[O:8])[CH3:2].[CH2:33]([N+:40]([CH3:57])([CH3:58])[CH2:41][CH2:42][CH2:43][CH2:44][CH2:45][CH2:46][CH2:47][CH2:48][CH2:49][CH2:50][CH2:51][CH2:52][CH2:53][CH2:54][CH2:55][CH3:56])[C:34]1[CH:39]=[CH:38][CH:37]=[CH:36][CH:35]=1.[CH2:33]([N+:40]([CH2:41][CH2:42][CH2:43][CH2:44][CH2:45][CH2:46][CH2:47][CH2:48][CH2:49][CH2:50][CH2:51][CH2:52][CH2:53][CH2:54][CH2:55][CH3:56])([CH3:57])[CH3:58])[C:34]1[CH:39]=[CH:38][CH:37]=[CH:36][CH:35]=1. (6) Given the reactants [CH2:1]([N:8]1[C:16]2[C:11](=[CH:12][CH:13]=[CH:14][CH:15]=2)[C:10]([O:17][C:18]2[CH:26]=[CH:25][CH:24]=[CH:23][C:19]=2[C:20](O)=[O:21])=[N:9]1)[C:2]1[CH:7]=[CH:6][CH:5]=[CH:4][CH:3]=1.[NH2:27][CH2:28][CH:29]([C:31]1[CH:36]=[CH:35][CH:34]=[CH:33][CH:32]=1)[OH:30], predict the reaction product. The product is: [CH2:1]([N:8]1[C:16]2[C:11](=[CH:12][CH:13]=[CH:14][CH:15]=2)[C:10]([O:17][C:18]2[CH:26]=[CH:25][CH:24]=[CH:23][C:19]=2[C:20]([NH:27][CH2:28][CH:29]([OH:30])[C:31]2[CH:36]=[CH:35][CH:34]=[CH:33][CH:32]=2)=[O:21])=[N:9]1)[C:2]1[CH:7]=[CH:6][CH:5]=[CH:4][CH:3]=1. (7) Given the reactants [CH3:1][O:2][C:3]([N:5]1[CH2:10][CH2:9][CH:8](C(O)=O)[CH2:7][CH:6]1[C:14]1[CH:19]=[CH:18][C:17]([C:20]([F:23])([F:22])[F:21])=[CH:16][CH:15]=1)=[O:4].N1(C(N2C=CN=C2)=O)C=CN=C1.[CH2:36]([O:38][C:39](=[O:44])[CH2:40][C:41]([O-:43])=[O:42])[CH3:37].[K+].[Cl-].[Mg+2].[Cl-].Cl, predict the reaction product. The product is: [CH2:36]([O:38][C:39](=[O:44])[CH2:40][C:41]([C@@H:8]1[CH2:9][CH2:10][N:5]([C:3]([O:2][CH3:1])=[O:4])[C@@H:6]([C:14]2[CH:19]=[CH:18][C:17]([C:20]([F:23])([F:22])[F:21])=[CH:16][CH:15]=2)[CH2:7]1)=[O:42])[CH3:37].[CH2:36]([O:38][C:39](=[O:44])[CH2:40][C:41]([C@H:8]1[CH2:9][CH2:10][N:5]([C:3]([O:2][CH3:1])=[O:4])[C@@H:6]([C:14]2[CH:15]=[CH:16][C:17]([C:20]([F:23])([F:22])[F:21])=[CH:18][CH:19]=2)[CH2:7]1)=[O:43])[CH3:37]. (8) Given the reactants [CH3:1][O:2][CH2:3][CH2:4][CH2:5][CH2:6][N:7]1[C:11]2[CH:12]=[CH:13][CH:14]=[CH:15][C:10]=2[N:9]=[C:8]1[C:16](Cl)(Cl)Cl.[CH3:20][CH:21]([CH3:37])[CH2:22][NH:23][C@H:24]1[CH2:29][CH2:28][CH2:27][N:26]([C:30]([O:32][C:33]([CH3:36])([CH3:35])[CH3:34])=[O:31])[CH2:25]1.C(=O)([O-])[O-:39].[K+].[K+], predict the reaction product. The product is: [CH3:1][O:2][CH2:3][CH2:4][CH2:5][CH2:6][N:7]1[C:11]2[CH:12]=[CH:13][CH:14]=[CH:15][C:10]=2[N:9]=[C:8]1[C:16]([N:23]([CH2:22][CH:21]([CH3:37])[CH3:20])[C@H:24]1[CH2:29][CH2:28][CH2:27][N:26]([C:30]([O:32][C:33]([CH3:35])([CH3:34])[CH3:36])=[O:31])[CH2:25]1)=[O:39]. (9) Given the reactants [Br:1][C:2]1[C:9]([F:10])=[CH:8][CH:7]=[C:6](F)[C:3]=1[CH:4]=O.Cl.[F:13][C:14]1[CH:19]=[CH:18][C:17]([NH:20][NH2:21])=[CH:16][CH:15]=1.C(=O)([O-])[O-].[Cs+].[Cs+], predict the reaction product. The product is: [Br:1][C:2]1[C:9]([F:10])=[CH:8][CH:7]=[C:6]2[C:3]=1[CH:4]=[N:21][N:20]2[C:17]1[CH:18]=[CH:19][C:14]([F:13])=[CH:15][CH:16]=1.